Dataset: Full USPTO retrosynthesis dataset with 1.9M reactions from patents (1976-2016). Task: Predict the reactants needed to synthesize the given product. (1) Given the product [F:1][C:2]1[CH:7]=[CH:6][C:5]([C:8]2[C:9]([C:21]3[CH:26]=[CH:25][CH:24]=[C:23]([CH3:27])[N:22]=3)=[N:10][NH:11][CH:12]=2)=[CH:4][C:3]=1[C:38]1[CH:43]=[CH:42][C:41]([S:44]([NH2:47])(=[O:45])=[O:46])=[C:40]([F:48])[CH:39]=1, predict the reactants needed to synthesize it. The reactants are: [F:1][C:2]1[CH:7]=[CH:6][C:5]([C:8]2[C:9]([C:21]3[CH:26]=[CH:25][CH:24]=[C:23]([CH3:27])[N:22]=3)=[N:10][N:11](COCC[Si](C)(C)C)[CH:12]=2)=[CH:4][C:3]=1B1OC(C)(C)C(C)(C)O1.Br[C:38]1[CH:43]=[CH:42][C:41]([S:44]([NH2:47])(=[O:46])=[O:45])=[C:40]([F:48])[CH:39]=1.O. (2) Given the product [Cl:1][C:2]1[CH:7]=[CH:6][CH:5]=[C:4]([Cl:8])[C:3]=1[N:9]1[C:15]([CH2:16][OH:17])=[C:14]([CH:13]([CH3:18])[CH3:12])[N:11]=[N:10]1, predict the reactants needed to synthesize it. The reactants are: [Cl:1][C:2]1[CH:7]=[CH:6][CH:5]=[C:4]([Cl:8])[C:3]=1[N:9]=[N+:10]=[N-:11].[CH3:12][CH:13]([CH3:18])[C:14]#[C:15][CH2:16][OH:17].ClC1C=CC=C(Cl)C=1N1C(C(C)C)=C(CO)N=N1. (3) Given the product [CH3:20][O:19][C:16]1[CH:17]=[C:18]2[C:13](=[CH:14][C:15]=1[O:21][CH2:22][CH:23]1[CH2:28][CH2:27][NH:26][CH2:25][CH2:24]1)[N:12]=[CH:11][CH:10]=[C:9]2[O:8][C:5]1[CH:4]=[CH:3][C:2]([NH:1][C:47]([C:44]2[S:45][CH:46]=[C:42]([C:36]3[CH:37]=[CH:38][CH:39]=[CH:40][CH:41]=3)[N:43]=2)=[O:48])=[N:7][CH:6]=1, predict the reactants needed to synthesize it. The reactants are: [NH2:1][C:2]1[N:7]=[CH:6][C:5]([O:8][C:9]2[C:18]3[C:13](=[CH:14][C:15]([O:21][CH2:22][CH:23]4[CH2:28][CH2:27][N:26](C(OC(C)(C)C)=O)[CH2:25][CH2:24]4)=[C:16]([O:19][CH3:20])[CH:17]=3)[N:12]=[CH:11][CH:10]=2)=[CH:4][CH:3]=1.[C:36]1([C:42]2[N:43]=[C:44]([C:47](O)=[O:48])[S:45][CH:46]=2)[CH:41]=[CH:40][CH:39]=[CH:38][CH:37]=1.CCN(C(C)C)C(C)C.CN(C(ON1N=NC2C=CC=NC1=2)=[N+](C)C)C.F[P-](F)(F)(F)(F)F. (4) The reactants are: [N:1]1[CH:6]=[CH:5][CH:4]=[C:3]([CH2:7][O:8][CH2:9][C:10]2[CH:18]=[CH:17][C:13]([C:14](O)=[O:15])=[C:12]([C:19]3[CH:24]=[CH:23][CH:22]=[CH:21][CH:20]=3)[CH:11]=2)[CH:2]=1.Cl.[CH3:26][O:27][C:28](=[O:35])[C@H:29]([CH2:31][CH2:32][S:33][CH3:34])[NH2:30]. Given the product [CH3:26][O:27][C:28](=[O:35])[C@H:29]([CH2:31][CH2:32][S:33][CH3:34])[NH:30][C:14](=[O:15])[C:13]1[CH:17]=[CH:18][C:10]([CH2:9][O:8][CH2:7][C:3]2[CH:2]=[N:1][CH:6]=[CH:5][CH:4]=2)=[CH:11][C:12]=1[C:19]1[CH:24]=[CH:23][CH:22]=[CH:21][CH:20]=1, predict the reactants needed to synthesize it. (5) Given the product [CH3:17][C:11]([O:9][C:4]1[CH:5]=[CH:6][CH:7]=[CH:8][C:3]=1[S:2][CH3:1])([CH3:18])[C:12]([O:14][CH2:15][CH3:16])=[O:13], predict the reactants needed to synthesize it. The reactants are: [CH3:1][S:2][C:3]1[CH:8]=[CH:7][CH:6]=[CH:5][C:4]=1[OH:9].Br[C:11]([CH3:18])([CH3:17])[C:12]([O:14][CH2:15][CH3:16])=[O:13].C([O-])([O-])=O.[K+].[K+].O. (6) Given the product [CH3:21][C:14]1([CH3:22])[C:15]2[C:20](=[CH:19][CH:18]=[CH:17][CH:16]=2)[N:12]([CH:9]2[CH2:8][CH2:7][N:6]([C:4](=[O:5])[C@@H:3]([NH:2][S:48]([C:43]3[CH:44]=[CH:45][CH:46]=[CH:47][C:42]=3[N+:39]([O-:41])=[O:40])(=[O:49])=[O:50])[CH2:24][CH2:25][C:26]3[CH:27]=[CH:28][CH:29]=[CH:30][CH:31]=3)[CH2:11][CH2:10]2)[C:13]1=[O:23], predict the reactants needed to synthesize it. The reactants are: Cl.[NH2:2][C@@H:3]([CH2:24][CH2:25][C:26]1[CH:31]=[CH:30][CH:29]=[CH:28][CH:27]=1)[C:4]([N:6]1[CH2:11][CH2:10][CH:9]([N:12]2[C:20]3[C:15](=[CH:16][CH:17]=[CH:18][CH:19]=3)[C:14]([CH3:22])([CH3:21])[C:13]2=[O:23])[CH2:8][CH2:7]1)=[O:5].C(N(CC)CC)C.[N+:39]([C:42]1[CH:47]=[CH:46][CH:45]=[CH:44][C:43]=1[S:48](Cl)(=[O:50])=[O:49])([O-:41])=[O:40].O. (7) Given the product [Cl:26][C:7]1[C:8]([CH:9]([CH2:14][CH2:15][CH3:16])[C:10]([O:12][CH3:13])=[O:11])=[C:3]([CH2:1][CH3:2])[N:4]=[C:5]([N:18]2[CH2:23][CH2:22][CH2:21][CH2:20][CH2:19]2)[N:6]=1, predict the reactants needed to synthesize it. The reactants are: [CH2:1]([C:3]1[N:4]=[C:5]([N:18]2[CH2:23][CH2:22][CH2:21][CH2:20][CH2:19]2)[NH:6][C:7](=O)[C:8]=1[CH:9]([CH2:14][CH2:15][CH3:16])[C:10]([O:12][CH3:13])=[O:11])[CH3:2].P(Cl)(Cl)([Cl:26])=O.CN(C)C1C=CC=CC=1. (8) Given the product [OH:26][CH2:27][C:2]1[CH:7]=[CH:6][C:5]([C@@H:8]([NH:10][C:11](=[O:17])[O:12][C:13]([CH3:16])([CH3:15])[CH3:14])[CH3:9])=[CH:4][CH:3]=1, predict the reactants needed to synthesize it. The reactants are: Br[C:2]1[CH:7]=[CH:6][C:5]([C@@H:8]([NH:10][C:11](=[O:17])[O:12][C:13]([CH3:16])([CH3:15])[CH3:14])[CH3:9])=[CH:4][CH:3]=1.C([Li])CCC.[BH4-].[Na+].Cl.[O:26]1CCC[CH2:27]1. (9) Given the product [C:16]([O:18][CH3:3])(=[O:17])[CH3:15].[C:16]([O:18][CH:3]([CH3:4])[CH3:2])(=[O:17])[CH3:15].[CH3:1][CH2:2][C@H:3]1[O:18][C:16](=[O:17])[C@H:15]([CH3:19])[C@@H:14]([O:20][C@@H:21]2[O:26][C@@H:25]([CH3:27])[C@H:24]([OH:28])[C@@:23]([O:30][CH3:31])([CH3:29])[CH2:22]2)[C@H:13]([CH3:32])[C@@H:12]([O:33][C@@H:34]2[O:39][C@H:38]([CH3:40])[CH2:37][C@H:36]([N:41]([CH3:43])[CH3:42])[C@H:35]2[OH:44])[C@@:11]([OH:46])([CH3:45])[CH2:10][C@@H:9]([CH3:47])[CH2:8][N:7]([CH3:52])[C@H:6]([CH3:48])[C@@H:5]([OH:49])[C@@:4]1([OH:51])[CH3:50], predict the reactants needed to synthesize it. The reactants are: [CH3:1][CH2:2][C@H:3]1[O:18][C:16](=[O:17])[C@H:15]([CH3:19])[C@@H:14]([O:20][C@@H:21]2[O:26][C@@H:25]([CH3:27])[C@H:24]([OH:28])[C@@:23]([O:30][CH3:31])([CH3:29])[CH2:22]2)[C@H:13]([CH3:32])[C@@H:12]([O:33][C@@H:34]2[O:39][C@H:38]([CH3:40])[CH2:37][C@H:36]([N:41]([CH3:43])[CH3:42])[C@H:35]2[OH:44])[C@@:11]([OH:46])([CH3:45])[CH2:10][C@@H:9]([CH3:47])[CH2:8][NH:7][C@H:6]([CH3:48])[C@@H:5]([OH:49])[C@@:4]1([OH:51])[CH3:50].[CH:52](O)=O.ClCCl.C(Cl)(Cl)Cl.